This data is from Catalyst prediction with 721,799 reactions and 888 catalyst types from USPTO. The task is: Predict which catalyst facilitates the given reaction. Reactant: O[CH2:2][CH2:3][CH2:4][N:5]([CH3:13])[C:6](=[O:12])[O:7][C:8]([CH3:11])([CH3:10])[CH3:9].C(N(CC)CC)C.CS(Cl)(=O)=O.[CH:26]([NH2:29])([CH3:28])[CH3:27].C(=O)([O-])O.[Na+]. Product: [CH:26]([NH:29][CH2:2][CH2:3][CH2:4][N:5]([CH3:13])[C:6](=[O:12])[O:7][C:8]([CH3:11])([CH3:10])[CH3:9])([CH3:28])[CH3:27]. The catalyst class is: 4.